From a dataset of NCI-60 drug combinations with 297,098 pairs across 59 cell lines. Regression. Given two drug SMILES strings and cell line genomic features, predict the synergy score measuring deviation from expected non-interaction effect. (1) Drug 1: CN(CC1=CN=C2C(=N1)C(=NC(=N2)N)N)C3=CC=C(C=C3)C(=O)NC(CCC(=O)O)C(=O)O. Drug 2: CCC1(CC2CC(C3=C(CCN(C2)C1)C4=CC=CC=C4N3)(C5=C(C=C6C(=C5)C78CCN9C7C(C=CC9)(C(C(C8N6C=O)(C(=O)OC)O)OC(=O)C)CC)OC)C(=O)OC)O.OS(=O)(=O)O. Cell line: NCI-H460. Synergy scores: CSS=48.0, Synergy_ZIP=-9.56, Synergy_Bliss=-16.1, Synergy_Loewe=-20.6, Synergy_HSA=-20.2. (2) Drug 1: CC1=C(C=C(C=C1)NC2=NC=CC(=N2)N(C)C3=CC4=NN(C(=C4C=C3)C)C)S(=O)(=O)N.Cl. Drug 2: C1CN(CCN1C(=O)CCBr)C(=O)CCBr. Cell line: SN12C. Synergy scores: CSS=17.6, Synergy_ZIP=-6.76, Synergy_Bliss=0.0265, Synergy_Loewe=0.294, Synergy_HSA=0.779. (3) Drug 1: C1=NC2=C(N=C(N=C2N1C3C(C(C(O3)CO)O)O)F)N. Drug 2: CC=C1C(=O)NC(C(=O)OC2CC(=O)NC(C(=O)NC(CSSCCC=C2)C(=O)N1)C(C)C)C(C)C. Cell line: IGROV1. Synergy scores: CSS=52.6, Synergy_ZIP=0.488, Synergy_Bliss=0.259, Synergy_Loewe=-50.9, Synergy_HSA=0.251. (4) Drug 1: CN(C)N=NC1=C(NC=N1)C(=O)N. Drug 2: CC1=C(N=C(N=C1N)C(CC(=O)N)NCC(C(=O)N)N)C(=O)NC(C(C2=CN=CN2)OC3C(C(C(C(O3)CO)O)O)OC4C(C(C(C(O4)CO)O)OC(=O)N)O)C(=O)NC(C)C(C(C)C(=O)NC(C(C)O)C(=O)NCCC5=NC(=CS5)C6=NC(=CS6)C(=O)NCCC[S+](C)C)O. Cell line: UO-31. Synergy scores: CSS=21.8, Synergy_ZIP=-7.76, Synergy_Bliss=-3.28, Synergy_Loewe=-16.4, Synergy_HSA=-0.344.